Task: Predict the reactants needed to synthesize the given product.. Dataset: Full USPTO retrosynthesis dataset with 1.9M reactions from patents (1976-2016) Given the product [Cl:12][C:13]1[CH:18]=[CH:17][C:16]([CH:19]([C:30]2[C:29]3[C:33](=[C:34]([CH2:36][S:37]([CH3:40])(=[O:38])=[O:39])[CH:35]=[C:27]([F:26])[CH:28]=3)[NH:32][CH:31]=2)[CH:20]2[CH2:22][CH:21]2[C:23]#[N:24])=[CH:15][CH:14]=1, predict the reactants needed to synthesize it. The reactants are: [Cl-].[In+3].[Cl-].[Cl-].FC(F)(F)C(O)=O.[Cl:12][C:13]1[CH:18]=[CH:17][C:16]([CH:19](O)[CH:20]2[CH2:22][CH:21]2[C:23]#[N:24])=[CH:15][CH:14]=1.[F:26][C:27]1[CH:28]=[C:29]2[C:33](=[C:34]([CH2:36][S:37]([CH3:40])(=[O:39])=[O:38])[CH:35]=1)[NH:32][CH:31]=[CH:30]2.